Task: Regression. Given a target protein amino acid sequence and a drug SMILES string, predict the binding affinity score between them. We predict pKi (pKi = -log10(Ki in M); higher means stronger inhibition). Dataset: bindingdb_ki.. Dataset: Drug-target binding data from BindingDB using Ki measurements (1) The compound is COc1cccc(OC)c1-c1cc(C(=O)NC2(C(=O)O)C3CC4CC(C3)CC2C4)nn1-c1ccc(C(=O)N(C)CCCN(C)C)cc1C(C)C. The target protein (P30990) has sequence MMAGMKIQLVCMLLLAFSSWSLCSDSEEEMKALEADFLTNMHTSKISKAHVPSWKMTLLNVCSLVNNLNSPAEETGEVHEEELVARRKLPTALDGFSLEAMLTIYQLHKICHSRAFQHWELIQEDILDTGNDKNGKEEVIKRKIPYILKRQLYENKPRRPYILKRDSYYY. The pKi is 9.4. (2) The compound is C[C@H](NC(=O)c1cc(Cl)cnc1Oc1cccc(F)c1)c1ccc(C(=O)O)cc1. The target protein sequence is MSTPGANASASSTPDRPNSPVTIPAVMFIFGVVGNLVAIVVLCKSRKEQKETTFYTLVCGLAVTDLLGTLLVSPVTIATYMKGQWPGGEALCEYSTFILLFFSLSGLSIICAMSIERYLAINHAYFYSHYVDKRLAGLTLVAVYASNVLFCALPNMGLGSSRLQYPDTWCFIDWTTNVTAHAAFSYMYAGFSSFLILATVLCNVLVCGALLRMHRQFMRRTSLGTEQHPAAGALAVPSALCRSHPAAAAPSPALPRLSDFRRRRSFRGIAGAEIQMVILLIATSLVVLICSIPLVVRVFINQLYQPRLVKEISKNPDLQAIRIAAVNPILDPWIYILLRKTVLSKAIEKIKCLFCRIGGSRRDRSGQHCSESRRTSSAMSGHSRSFLSRELKETSSTSQTLLYMPDLSENGLGGRNLLPGVPGMGLPQADTTSLRTLRISETSDSSQGQDSESVLLVDEVGGSSHQSGPGPKGNSLQVTFPNETLNLSEKCI. The pKi is 7.4. (3) The drug is NCCc1c[nH]c2ccc(O)cc12. The target protein (P11614) has sequence MSPPNQSLEGLLQEASNRSLNATETPEAWGPETLQALKISLALLLSIITMATALSNAFVLTTIFLTRKLHTPANYLIGSLAMTDLLVSILVMPISIAYTTTRTWSFGQILCDIWLSSDITCCTASILHLCVIALDRYWAITDALEYSKRRTAGRAAVMIATVWVISICISIPPLFWRQAKAQEDMSDCQVNTSQISYTIYSTCGAFYIPSVLLIILYGRIYVAARNRILNPPSLYGKRFTTAQLITGSAGSSLCSLSPSLQEERSHAAGPPLFFNHVQVKLAEGVLERKRISAARERKATKTLGIILGAFIVCWLPFFVASLVLPICRASCWLHPALFDFFTWLGYLNSLINPIIYTVFNEEFRQAFQRVVHVRKAS. The pKi is 8.3. (4) The drug is CC(C)(COP(=O)(O)OP(=O)(O)OCC1OC(n2cnc3c(N)ncnc32)C(O)C1OP(=O)([O-])[O-])C(O)C(=O)NCCC(=O)NCCSC=CC(=O)CCCc1c[nH]c2ccccc12. The target protein (Q29495) has sequence MSTPSVHCLKPSPLHLPSGIPGSPGRQRRHTLPANEFRCLTPEDAAGVFEIEREAFISVSGNCPLNLDEVQHFLTLCPELSLGWFVEGRLVAFIIGSLWDEERLTQESLALHRPRGHSAHLHALAVHRSFRQQGKGSVLLWRYLHHVGAQPAVRRAVLMCEDALVPFYQRFGFHPAGPCAIVVGSLTFTEMHCSLRGHAALRRNSDR. The pKi is 4.2. (5) The small molecule is CC(C)[C@H](NC(=O)CCN(C)C)c1cccc(F)c1N1CCN(C(=O)[C@H](C)Cc2ccc(Cl)cc2)CC1. The target protein (P32244) has sequence MNSSCCPSSSYPTLPNLSQHPAAPSASNRSGSGFCEQVFIKPEVFLALGIVSLMENILVILAVVRNGNLHSPMYFFLCSLAAADMLVSLSNSLETIMIVVINSDSLTLEDQFIQHMDNIFDSMICISLVASICNLLAIAVDRYVTIFYALRYHSIMTVRKALSLIVAIWVCCGICGVMFIVYSESKMVIVCLITMFFAMVLLMGTLYIHMFLFARLHVQRIAALPPADGVAPQQHSCMKGAVTITILLGVFIFCWAPFFLHLVLIITCPTNPYCICYTAHFNTYLVLIMCNSVIDPLIYAFRSLELRNTFKEILCGCNGMNVG. The pKi is 6.5.